Predict the reaction yield, written as a fraction of the theoretical maximum amount of product (1.0 means a 100% yield; for example, 0.34 means a 34% yield). From a dataset of Reaction yield outcomes from USPTO patents with 853,638 reactions. The reactants are [C:1]([C:3]1[C:8](=O)[NH:7][C:6]([NH:10][CH:11]2[CH2:13][CH2:12]2)=[N:5][C:4]=1[C:14]1[CH:15]=[C:16]([Cl:20])[CH:17]=[N:18][CH:19]=1)#[N:2].O=P(Cl)(Cl)[Cl:23]. No catalyst specified. The product is [Cl:23][C:8]1[N:7]=[C:6]([NH:10][CH:11]2[CH2:13][CH2:12]2)[N:5]=[C:4]([C:14]2[CH:15]=[C:16]([Cl:20])[CH:17]=[N:18][CH:19]=2)[C:3]=1[C:1]#[N:2]. The yield is 0.700.